From a dataset of Reaction yield outcomes from USPTO patents with 853,638 reactions. Predict the reaction yield, written as a fraction of the theoretical maximum amount of product (1.0 means a 100% yield; for example, 0.34 means a 34% yield). (1) The reactants are FC1C=C(C)C([C:9]2[C:18](=[O:19])[N:17](C)[C:16]3[N:15]=[C:14](NC)[N:13]=[CH:12][C:11]=3[N:10]=2)=CC=1NC(=O)C.Cl. The catalyst is CO. The product is [N:15]1[C:16]2[NH:17][C:18](=[O:19])[CH:9]=[N:10][C:11]=2[CH:12]=[N:13][CH:14]=1. The yield is 0.780. (2) The reactants are [CH3:1][NH:2][CH3:3].[CH2:4]=O.[N+:6]([C:9]1[CH:17]=[C:16]2[C:12]([CH:13]=[CH:14][NH:15]2)=[CH:11][CH:10]=1)([O-:8])=[O:7].[OH-].[Na+]. The catalyst is C(O)(=O)C. The product is [CH3:1][N:2]([CH3:4])[CH2:3][C:13]1[C:12]2[C:16](=[CH:17][C:9]([N+:6]([O-:8])=[O:7])=[CH:10][CH:11]=2)[NH:15][CH:14]=1. The yield is 0.870. (3) The reactants are Br[C:2]1[N:7]2[N:8]=[C:9]([NH2:11])[N:10]=[C:6]2[CH:5]=[CH:4][CH:3]=1.[CH3:12][CH:13]([C:15]1[CH:16]=[C:17](B(O)O)[CH:18]=[CH:19][CH:20]=1)[CH3:14]. The catalyst is C(#N)C.C(=O)([O-])[O-].[Na+].[Na+].Cl[Pd](Cl)([P](C1C=CC=CC=1)(C1C=CC=CC=1)C1C=CC=CC=1)[P](C1C=CC=CC=1)(C1C=CC=CC=1)C1C=CC=CC=1. The product is [CH3:12][CH:13]([C:15]1[CH:20]=[C:19]([C:2]2[N:7]3[N:8]=[C:9]([NH2:11])[N:10]=[C:6]3[CH:5]=[CH:4][CH:3]=2)[CH:18]=[CH:17][CH:16]=1)[CH3:14]. The yield is 0.630. (4) The reactants are C(N(CC)CC)C.[N:8]1([C:14]([O:16][C:17]([CH3:20])([CH3:19])[CH3:18])=[O:15])[CH2:13][CH2:12][NH:11][CH2:10][CH2:9]1.Cl[C:22]1[C:23]2[C@H:30]([CH3:31])[CH2:29][CH2:28][C:24]=2[N:25]=[CH:26][N:27]=1.C(OCC)(=O)C. The catalyst is CCCCO. The product is [CH3:31][C@H:30]1[C:23]2[C:22]([N:11]3[CH2:12][CH2:13][N:8]([C:14]([O:16][C:17]([CH3:20])([CH3:19])[CH3:18])=[O:15])[CH2:9][CH2:10]3)=[N:27][CH:26]=[N:25][C:24]=2[CH2:28][CH2:29]1. The yield is 0.741. (5) The reactants are [C:1]([C:3]1[CH:4]=[C:5]2[C:9](=[CH:10][CH:11]=1)[NH:8][CH:7]=[CH:6]2)#[N:2].[OH-].[Na+].ClCCl.Br[CH2:18][CH2:19][CH2:20][C:21]([O:23]CC)=[O:22].[OH-].C([N+](CCCC)(CCCC)CCCC)CCC. The catalyst is O. The product is [C:1]([C:3]1[CH:4]=[C:5]2[C:9](=[CH:10][CH:11]=1)[N:8]([CH2:18][CH2:19][CH2:20][C:21]([OH:23])=[O:22])[CH:7]=[CH:6]2)#[N:2]. The yield is 1.00. (6) The reactants are Cl.[F:2][C:3]([F:20])([F:19])[C:4]1[CH:9]=[CH:8][C:7]([C:10]2[O:11][C:12]3[CH2:17][CH2:16][NH:15][CH2:14][C:13]=3[N:18]=2)=[CH:6][CH:5]=1.Cl[C:22]1[C:27]([C:28]#[N:29])=[CH:26][CH:25]=[CH:24][N:23]=1.CCN(C(C)C)C(C)C. The catalyst is CN(C=O)C. The product is [F:20][C:3]([F:2])([F:19])[C:4]1[CH:9]=[CH:8][C:7]([C:10]2[O:11][C:12]3[CH2:17][CH2:16][N:15]([C:22]4[N:23]=[CH:24][CH:25]=[CH:26][C:27]=4[C:28]#[N:29])[CH2:14][C:13]=3[N:18]=2)=[CH:6][CH:5]=1. The yield is 0.170. (7) The reactants are [NH2:1][C:2]1[CH:18]=[CH:17][C:5]([O:6][C:7]2[CH:12]=[CH:11][N:10]=[C:9]([NH2:13])[C:8]=2[N+:14]([O-:16])=[O:15])=[CH:4][C:3]=1[S:19][CH3:20].[F:21][C:22]1[CH:27]=[CH:26][C:25]([C:28]([F:31])([F:30])[F:29])=[CH:24][C:23]=1[N:32]=[C:33]=[O:34]. No catalyst specified. The product is [NH2:13][C:9]1[C:8]([N+:14]([O-:16])=[O:15])=[C:7]([O:6][C:5]2[CH:17]=[CH:18][C:2]([NH:1][C:33]([NH:32][C:23]3[CH:24]=[C:25]([C:28]([F:29])([F:31])[F:30])[CH:26]=[CH:27][C:22]=3[F:21])=[O:34])=[C:3]([S:19][CH3:20])[CH:4]=2)[CH:12]=[CH:11][N:10]=1. The yield is 0.370.